This data is from Full USPTO retrosynthesis dataset with 1.9M reactions from patents (1976-2016). The task is: Predict the reactants needed to synthesize the given product. (1) Given the product [CH3:1][N:2]1[CH2:7][CH2:6][C:5]([CH2:8][NH2:9])([C:10]2[CH:15]=[CH:14][CH:13]=[CH:12][N:11]=2)[CH2:4][CH2:3]1, predict the reactants needed to synthesize it. The reactants are: [CH3:1][N:2]1[CH2:7][CH2:6][C:5]([C:10]2[CH:15]=[CH:14][CH:13]=[CH:12][N:11]=2)([C:8]#[N:9])[CH2:4][CH2:3]1.[H-].[Al+3].[Li+].[H-].[H-].[H-]. (2) Given the product [OH:2][C@H:3]1[CH2:7][N:6]([C:28](=[O:29])[C@@H:27]([N:31]2[CH2:39][C:38]3[C:33](=[CH:34][CH:35]=[CH:36][CH:37]=3)[C:32]2=[O:40])[CH:26]([CH3:41])[CH3:25])[C@H:5]([C:8]([NH:10][CH2:11][C:12]2[CH:17]=[CH:16][C:15]([C:18]3[S:22][CH:21]=[N:20][C:19]=3[CH3:23])=[CH:14][C:13]=2[OH:24])=[O:9])[CH2:4]1, predict the reactants needed to synthesize it. The reactants are: Cl.[OH:2][C@H:3]1[CH2:7][NH:6][C@H:5]([C:8]([NH:10][CH2:11][C:12]2[CH:17]=[CH:16][C:15]([C:18]3[S:22][CH:21]=[N:20][C:19]=3[CH3:23])=[CH:14][C:13]=2[OH:24])=[O:9])[CH2:4]1.[CH3:25][CH:26]([CH3:41])[C@H:27]([N:31]1[CH2:39][C:38]2[C:33](=[CH:34][CH:35]=[CH:36][CH:37]=2)[C:32]1=[O:40])[C:28](O)=[O:29].CCN(C(C)C)C(C)C.CN(C(ON1N=NC2C=CC=NC1=2)=[N+](C)C)C.F[P-](F)(F)(F)(F)F. (3) Given the product [OH:6][CH:3]1[CH2:4][CH2:5][N:1]([C:19]([O:18][C:14]([CH3:17])([CH3:16])[CH3:15])=[O:20])[CH2:2]1, predict the reactants needed to synthesize it. The reactants are: [NH:1]1[CH2:5][CH2:4][CH:3]([OH:6])[CH2:2]1.C(N(CC)CC)C.[C:14]([O:18][C:19](O[C:19]([O:18][C:14]([CH3:17])([CH3:16])[CH3:15])=[O:20])=[O:20])([CH3:17])([CH3:16])[CH3:15]. (4) Given the product [NH2:16][C:2]1[CH:3]=[C:4]([CH:8]=[C:9]([O:11][C:12]([F:15])([F:14])[F:13])[CH:10]=1)[C:5]([OH:7])=[O:6], predict the reactants needed to synthesize it. The reactants are: Br[C:2]1[CH:3]=[C:4]([CH:8]=[C:9]([O:11][C:12]([F:15])([F:14])[F:13])[CH:10]=1)[C:5]([OH:7])=[O:6].[N-:16]=[N+]=[N-].[Na+].CNCCNC.P([O-])([O-])([O-])=O.[K+].[K+].[K+].